From a dataset of Peptide-MHC class I binding affinity with 185,985 pairs from IEDB/IMGT. Regression. Given a peptide amino acid sequence and an MHC pseudo amino acid sequence, predict their binding affinity value. This is MHC class I binding data. (1) The peptide sequence is VMWAGPWSS. The MHC is HLA-A02:03 with pseudo-sequence HLA-A02:03. The binding affinity (normalized) is 0.0847. (2) The peptide sequence is VTLDGQQFY. The MHC is HLA-A02:01 with pseudo-sequence HLA-A02:01. The binding affinity (normalized) is 0. (3) The peptide sequence is YLPLSVFII. The MHC is Mamu-B01 with pseudo-sequence Mamu-B01. The binding affinity (normalized) is 0. (4) The MHC is HLA-A23:01 with pseudo-sequence HLA-A23:01. The peptide sequence is MRMLWMANY. The binding affinity (normalized) is 0.391. (5) The peptide sequence is FVYSVSFHK. The MHC is HLA-A03:01 with pseudo-sequence HLA-A03:01. The binding affinity (normalized) is 0.363. (6) The peptide sequence is SQAELTSNCT. The MHC is HLA-A68:02 with pseudo-sequence HLA-A68:02. The binding affinity (normalized) is 0.0973. (7) The peptide sequence is NFSIIELPY. The MHC is HLA-A31:01 with pseudo-sequence HLA-A31:01. The binding affinity (normalized) is 0.191. (8) The binding affinity (normalized) is 0. The MHC is HLA-B15:03 with pseudo-sequence HLA-B15:03. The peptide sequence is RTSKASLER. (9) The peptide sequence is MVDVSMMSM. The MHC is HLA-A02:06 with pseudo-sequence HLA-A02:06. The binding affinity (normalized) is 0.573. (10) The peptide sequence is FLIFFDLFLV. The MHC is HLA-A02:02 with pseudo-sequence HLA-A02:02. The binding affinity (normalized) is 0.787.